This data is from Forward reaction prediction with 1.9M reactions from USPTO patents (1976-2016). The task is: Predict the product of the given reaction. (1) Given the reactants Br[C:2]1[CH:7]=[CH:6][C:5]([C:8]2[N:9]([CH2:15][C@@H:16]3[CH2:20][CH2:19][N:18]([C:21]([CH:23]4[CH2:25][CH2:24]4)=[O:22])[CH2:17]3)[C:10](=[O:14])[N:11]([CH3:13])[N:12]=2)=[CH:4][CH:3]=1.[NH:26]1[C:34]2[C:29](=[CH:30][C:31](B(O)O)=[CH:32][CH:33]=2)[CH:28]=[CH:27]1.[O-]P([O-])([O-])=O.[K+].[K+].[K+], predict the reaction product. The product is: [CH:23]1([C:21]([N:18]2[CH2:19][CH2:20][C@@H:16]([CH2:15][N:9]3[C:8]([C:5]4[CH:6]=[CH:7][C:2]([C:31]5[CH:30]=[C:29]6[C:34](=[CH:33][CH:32]=5)[NH:26][CH:27]=[CH:28]6)=[CH:3][CH:4]=4)=[N:12][N:11]([CH3:13])[C:10]3=[O:14])[CH2:17]2)=[O:22])[CH2:25][CH2:24]1. (2) Given the reactants [I:1][C:2]1[CH:6]=[CH:5][NH:4][N:3]=1.F[C:8]1[CH:13]=[CH:12][C:11]([C:14]([F:17])([F:16])[F:15])=[CH:10][CH:9]=1.C(=O)([O-])[O-].[K+].[K+], predict the reaction product. The product is: [I:1][C:2]1[CH:6]=[CH:5][N:4]([C:8]2[CH:13]=[CH:12][C:11]([C:14]([F:17])([F:16])[F:15])=[CH:10][CH:9]=2)[N:3]=1. (3) Given the reactants [N+:1]([C:4]1[CH:5]=[C:6]2[C:10](=[CH:11][CH:12]=1)[N:9]([CH2:13][O:14][CH2:15][CH2:16][Si:17]([CH3:20])([CH3:19])[CH3:18])[N:8]=[CH:7]2)([O-])=O.[H][H], predict the reaction product. The product is: [NH2:1][C:4]1[CH:5]=[C:6]2[C:10](=[CH:11][CH:12]=1)[N:9]([CH2:13][O:14][CH2:15][CH2:16][Si:17]([CH3:20])([CH3:19])[CH3:18])[N:8]=[CH:7]2. (4) Given the reactants OC(C(F)(F)F)=O.[F:8][C:9]1[CH:35]=[C:34]([F:36])[CH:33]=[CH:32][C:10]=1[O:11][CH:12]1[CH2:17][CH2:16][N:15]([C:18]2[N:19]=[C:20]3[CH2:31][CH2:30][NH:29][CH2:28][C:21]3=[N:22][C:23]=2[NH:24][CH:25]([CH3:27])[CH3:26])[CH2:14][CH2:13]1.C(N(CC)CC)C.[N:44]([CH2:47][CH2:48][O:49][CH3:50])=[C:45]=[O:46], predict the reaction product. The product is: [F:8][C:9]1[CH:35]=[C:34]([F:36])[CH:33]=[CH:32][C:10]=1[O:11][CH:12]1[CH2:13][CH2:14][N:15]([C:18]2[N:19]=[C:20]3[CH2:31][CH2:30][N:29]([C:45]([NH:44][CH2:47][CH2:48][O:49][CH3:50])=[O:46])[CH2:28][C:21]3=[N:22][C:23]=2[NH:24][CH:25]([CH3:27])[CH3:26])[CH2:16][CH2:17]1.